Dataset: Forward reaction prediction with 1.9M reactions from USPTO patents (1976-2016). Task: Predict the product of the given reaction. (1) Given the reactants [F:1][C:2]1[CH:9]=[CH:8][CH:7]=[CH:6][C:3]=1[CH2:4]Br.[O:10]1[C:14]2([CH2:19][CH2:18][CH:17]([CH2:20][OH:21])[CH2:16][CH2:15]2)[O:13][CH2:12][CH2:11]1, predict the reaction product. The product is: [F:1][C:2]1[CH:9]=[CH:8][CH:7]=[CH:6][C:3]=1[CH2:4][O:21][CH2:20][CH:17]1[CH2:18][CH2:19][C:14]2([O:10][CH2:11][CH2:12][O:13]2)[CH2:15][CH2:16]1. (2) Given the reactants [CH3:1][N:2]([CH3:18])[C:3]1[CH:8]=[CH:7][C:6]([CH2:9][NH:10][C:11]2[CH:16]=[CH:15][C:14]([F:17])=[CH:13][CH:12]=2)=[CH:5][CH:4]=1.[CH:19]([C:22]1[CH:27]=[CH:26][CH:25]=[C:24]([CH:28]([CH3:30])[CH3:29])[C:23]=1[N:31]=[C:32]=[O:33])([CH3:21])[CH3:20], predict the reaction product. The product is: [CH:19]([C:22]1[CH:27]=[CH:26][CH:25]=[C:24]([CH:28]([CH3:29])[CH3:30])[C:23]=1[NH:31][C:32](=[O:33])[N:10]([CH2:9][C:6]1[CH:5]=[CH:4][C:3]([N:2]([CH3:18])[CH3:1])=[CH:8][CH:7]=1)[C:11]1[CH:16]=[CH:15][C:14]([F:17])=[CH:13][CH:12]=1)([CH3:20])[CH3:21]. (3) Given the reactants [CH3:1][O:2][C:3]1[C:4]([CH3:25])=[C:5]([C:16]([O:23][CH3:24])=[C:17]([O:21][CH3:22])[C:18]=1[O:19][CH3:20])[CH2:6][C:7]1[C:12]([CH:13]=[O:14])=[C:11]([OH:15])[CH:10]=[CH:9][CH:8]=1.C(=O)([O-])[O-].[Na+].[Na+].[CH2:32](Br)[C:33]1[CH:38]=[CH:37][CH:36]=[CH:35][CH:34]=1, predict the reaction product. The product is: [CH3:1][O:2][C:3]1[C:4]([CH3:25])=[C:5]([C:16]([O:23][CH3:24])=[C:17]([O:21][CH3:22])[C:18]=1[O:19][CH3:20])[CH2:6][C:7]1[C:12]([CH:13]=[O:14])=[C:11]([O:15][CH2:32][C:33]2[CH:38]=[CH:37][CH:36]=[CH:35][CH:34]=2)[CH:10]=[CH:9][CH:8]=1. (4) Given the reactants [C:1]([C:5]1[N:9]([CH2:10][CH:11]2[CH2:16][CH2:15][C:14]([F:18])([F:17])[CH2:13][CH2:12]2)[C:8]2[CH:19]=[CH:20][C:21]([S:23](Cl)(=[O:25])=[O:24])=[CH:22][C:7]=2[N:6]=1)([CH3:4])([CH3:3])[CH3:2].Cl.[NH:28]1[CH2:31][CH:30]([CH2:32][C:33]([OH:35])=[O:34])[CH2:29]1.CCN(C(C)C)C(C)C, predict the reaction product. The product is: [C:1]([C:5]1[N:9]([CH2:10][CH:11]2[CH2:16][CH2:15][C:14]([F:18])([F:17])[CH2:13][CH2:12]2)[C:8]2[CH:19]=[CH:20][C:21]([S:23]([N:28]3[CH2:31][CH:30]([CH2:32][C:33]([OH:35])=[O:34])[CH2:29]3)(=[O:25])=[O:24])=[CH:22][C:7]=2[N:6]=1)([CH3:4])([CH3:3])[CH3:2]. (5) Given the reactants BrC1N(C(C)C)C2C(C3C=CC(Cl)=CC=3)N(C3C=CC([F:20])=C(Cl)C=3)C(=O)C=2C=1.[Cl:29][C:30]1[CH:31]=[CH:32][C:33](C)=[C:34]([N:36]2[C:43](=[O:44])[C:42]3[CH:41]=[C:40]([C:45]4[C:46]([O:53][CH3:54])=NC(OC)=N[CH:50]=4)[N:39]([CH:55]([CH3:57])[CH3:56])[C:38]=3[C@H:37]2[C:58]2[CH:63]=[CH:62][C:61]([Cl:64])=[CH:60][CH:59]=2)[CH:35]=1.Br[C:67]1N(C(C)C)C2[CH:75](C3C=CC(Cl)=CC=3)[N:76](C3C=C(Cl)C=CC=3C)[C:77](=[O:78])[C:69]=2[CH:68]=1.C(C1C=CC(OC)=C(B(O)O)C=1)#N, predict the reaction product. The product is: [Cl:29][C:30]1[CH:35]=[C:34]([N:36]2[C:43](=[O:44])[C:42]3[CH:41]=[C:40]([C:45]4[CH:50]=[C:69]([CH:68]=[CH:67][C:46]=4[O:53][CH3:54])[C:77]([NH:76][CH3:75])=[O:78])[N:39]([CH:55]([CH3:57])[CH3:56])[C:38]=3[CH:37]2[C:58]2[CH:59]=[CH:60][C:61]([Cl:64])=[CH:62][CH:63]=2)[CH:33]=[CH:32][C:31]=1[F:20].